The task is: Predict the product of the given reaction.. This data is from Forward reaction prediction with 1.9M reactions from USPTO patents (1976-2016). (1) The product is: [Cl:19][C:20]1[CH:28]=[C:27]2[C:23]([C:24]([NH:37][C:38](=[O:42])[CH2:39][CH2:40][CH3:41])=[N:25][N:26]2[C:29]2[CH:55]=[CH:54][C:4]([F:1])=[CH:3][CH:2]=2)=[CH:22][CH:21]=1. Given the reactants [F-:1].[CH2:2]([N+](CCCC)(CCCC)CCCC)[CH2:3][CH2:4]C.[Cl:19][C:20]1[CH:28]=[C:27]2[C:23]([C:24]([NH:37][C:38](=[O:42])[CH2:39][CH2:40][CH3:41])=[N:25][N:26]2[CH2:29]OCC[Si](C)(C)C)=[CH:22][C:21]=1C1C=CC(F)=CC=1.C(O[CH2:54][CH3:55])(=O)C, predict the reaction product. (2) Given the reactants [C:1]([O:5][CH3:6])(=[O:4])[CH2:2][SH:3].[H-].[Na+].CS(O[C:14]1[CH:19]=[CH:18][CH:17]=[C:16]([C:20]2[S:21][C:22]3[CH:30]=[CH:29][CH:28]=[CH:27][C:23]=3[C:24](=[O:26])[N:25]=2)[N:15]=1)(=O)=O.[C:31](OCC)(=O)C, predict the reaction product. The product is: [O:26]=[C:24]1[C:23]2[CH:27]=[CH:28][CH:29]=[CH:30][C:22]=2[S:21][C:20]([C:16]2[N:15]=[C:14]([CH2:31][S:3][CH2:2][C:1]([O:5][CH3:6])=[O:4])[CH:19]=[CH:18][CH:17]=2)=[N:25]1. (3) Given the reactants [CH3:1][O:2][C:3]1[CH:4]=[C:5]([C:11]2[CH:12]=[CH:13][C:14]3[N:15]([C:17]([C:21]4[CH:26]=[CH:25][C:24](I)=[CH:23][CH:22]=4)=[C:18]([CH3:20])[N:19]=3)[N:16]=2)[CH:6]=[CH:7][C:8]=1[O:9][CH3:10].C([O-])([O-])=O.[K+].[K+].[NH:34]1[CH2:41][CH2:40][CH2:39][C@H:35]1[C:36](O)=[O:37], predict the reaction product. The product is: [CH3:1][O:2][C:3]1[CH:4]=[C:5]([C:11]2[CH:12]=[CH:13][C:14]3[N:15]([C:17]([C:21]4[CH:26]=[CH:25][C:24]([N:34]5[CH2:41][CH2:40][CH2:39][CH2:35][C:36]5=[O:37])=[CH:23][CH:22]=4)=[C:18]([CH3:20])[N:19]=3)[N:16]=2)[CH:6]=[CH:7][C:8]=1[O:9][CH3:10]. (4) Given the reactants C[O:2][C:3]([C:5]1[CH:14]=[C:13]([O:15]COCC[Si](C)(C)C)[C:12]2[C:7](=[C:8]([N:26]3[CH2:32][CH2:31][CH2:30][N:29]([CH3:33])[CH2:28][CH2:27]3)[CH:9]=[C:10]([O:24][CH3:25])[CH:11]=2)[N:6]=1)=[O:4].O1CCCC1.O.[OH-].[Li+].Cl, predict the reaction product. The product is: [CH3:25][O:24][C:10]1[CH:11]=[C:12]2[C:7](=[C:8]([N:26]3[CH2:32][CH2:31][CH2:30][N:29]([CH3:33])[CH2:28][CH2:27]3)[CH:9]=1)[NH:6][C:5]([C:3]([OH:4])=[O:2])=[CH:14][C:13]2=[O:15].